This data is from Forward reaction prediction with 1.9M reactions from USPTO patents (1976-2016). The task is: Predict the product of the given reaction. Given the reactants [F:1][C:2]1[C:7]([OH:8])=[C:6]([F:9])[CH:5]=[CH:4][C:3]=1[CH:10]([NH:18][S@:19]([C:21]([CH3:24])([CH3:23])[CH3:22])=[O:20])[CH2:11][C:12]1[CH:17]=[CH:16][N:15]=[CH:14][CH:13]=1.[CH3:25][S:26]([NH:29][C:30]1[CH:31]=[C:32](B(O)O)[CH:33]=[CH:34][CH:35]=1)(=[O:28])=[O:27], predict the reaction product. The product is: [F:1][C:2]1[C:7]([O:8][C:34]2[CH:33]=[CH:32][CH:31]=[C:30]([NH:29][S:26]([CH3:25])(=[O:27])=[O:28])[CH:35]=2)=[C:6]([F:9])[CH:5]=[CH:4][C:3]=1[CH:10]([NH:18][S@:19]([C:21]([CH3:24])([CH3:23])[CH3:22])=[O:20])[CH2:11][C:12]1[CH:13]=[CH:14][N:15]=[CH:16][CH:17]=1.